From a dataset of Full USPTO retrosynthesis dataset with 1.9M reactions from patents (1976-2016). Predict the reactants needed to synthesize the given product. (1) Given the product [CH:1]1([C@@H:4]([C:11]2[CH:31]=[CH:30][C:14]([O:15][CH2:16][CH:17]([CH:19]3[CH2:20][N:21]([C:23]([O:25][C:26]([CH3:27])([CH3:29])[CH3:28])=[O:24])[CH2:22]3)[OH:18])=[C:13]([I:32])[CH:12]=2)[C@H:5]([CH3:10])[C:6]([O:8][CH3:9])=[O:7])[CH2:3][CH2:2]1, predict the reactants needed to synthesize it. The reactants are: [CH:1]1([C@@H:4]([C:11]2[CH:31]=[CH:30][C:14]([O:15][CH2:16][C:17]([CH:19]3[CH2:22][N:21]([C:23]([O:25][C:26]([CH3:29])([CH3:28])[CH3:27])=[O:24])[CH2:20]3)=[O:18])=[C:13]([I:32])[CH:12]=2)[C@H:5]([CH3:10])[C:6]([O:8][CH3:9])=[O:7])[CH2:3][CH2:2]1.[BH4-].[Na+]. (2) The reactants are: [Si:1]([O:8][CH2:9][CH2:10][CH2:11][N:12]1[C:21](=[O:22])[C:20]2[C:15](=[CH:16][CH:17]=[C:18]([C:23]([F:26])([F:25])[F:24])[CH:19]=2)[N:14]([CH3:27])[C:13]1=[O:28])([C:4]([CH3:7])([CH3:6])[CH3:5])([CH3:3])[CH3:2].[Li+].CC([N-]C(C)C)C.[CH:37](=[O:44])[C:38]1[CH:43]=[CH:42][CH:41]=[CH:40][CH:39]=1. Given the product [Si:1]([O:8][CH2:9][CH2:10][CH2:11][N:12]1[C:21](=[O:22])[C:20]2[C:15](=[CH:16][CH:17]=[C:18]([C:23]([F:25])([F:26])[F:24])[C:19]=2[CH:37]([OH:44])[C:38]2[CH:43]=[CH:42][CH:41]=[CH:40][CH:39]=2)[N:14]([CH3:27])[C:13]1=[O:28])([C:4]([CH3:6])([CH3:7])[CH3:5])([CH3:3])[CH3:2], predict the reactants needed to synthesize it. (3) Given the product [CH3:2][O:3][C:4]([C:6]1[CH:15]=[C:14]([O:16][C@@H:27]([C:26]([O:25][CH2:18][C:19]2[CH:24]=[CH:23][CH:22]=[CH:21][CH:20]=2)=[O:30])[CH3:29])[C:13]2[C:8](=[CH:9][C:10]([CH3:17])=[CH:11][CH:12]=2)[N:7]=1)=[O:5], predict the reactants needed to synthesize it. The reactants are: Cl.[CH3:2][O:3][C:4]([C:6]1[CH:15]=[C:14]([OH:16])[C:13]2[C:8](=[CH:9][C:10]([CH3:17])=[CH:11][CH:12]=2)[N:7]=1)=[O:5].[CH2:18]([O:25][C:26](=[O:30])[C@H:27]([CH3:29])O)[C:19]1[CH:24]=[CH:23][CH:22]=[CH:21][CH:20]=1.C1(P(C2C=CC=CC=2)C2C=CC=CC=2)C=CC=CC=1.CCOC(/N=N/C(OCC)=O)=O. (4) Given the product [Br:1][C:2]1[C:3]2[O:13][C:10]([CH3:12])([CH3:11])[CH2:9][C:4]=2[CH:5]=[C:6]([Cl:8])[CH:7]=1, predict the reactants needed to synthesize it. The reactants are: [Br:1][C:2]1[CH:7]=[C:6]([Cl:8])[CH:5]=[C:4]([CH2:9][C:10]([CH3:12])=[CH2:11])[C:3]=1[OH:13].O. (5) Given the product [NH2:15][C:12]1[CH:13]=[CH:14][C:9]([O:8][C:6]2[CH:7]=[C:2]([Cl:1])[N:3]=[CH:4][N:5]=2)=[CH:10][C:11]=1[F:18], predict the reactants needed to synthesize it. The reactants are: [Cl:1][C:2]1[CH:7]=[C:6]([O:8][C:9]2[CH:14]=[CH:13][C:12]([N+:15]([O-])=O)=[C:11]([F:18])[CH:10]=2)[N:5]=[CH:4][N:3]=1.O.[Cl-].[NH4+]. (6) Given the product [CH2:13]([N:10]1[C:6]2=[N:7][C:8]([CH3:9])=[C:3]([CH2:2][NH:1][C:29]([C:27]3[O:28][C:24]([C:23]([F:33])([F:22])[F:32])=[CH:25][CH:26]=3)=[O:30])[C:4]([NH:15][CH:16]3[CH2:17][CH2:18][O:19][CH2:20][CH2:21]3)=[C:5]2[CH:12]=[N:11]1)[CH3:14], predict the reactants needed to synthesize it. The reactants are: [NH2:1][CH2:2][C:3]1[C:8]([CH3:9])=[N:7][C:6]2[N:10]([CH2:13][CH3:14])[N:11]=[CH:12][C:5]=2[C:4]=1[NH:15][CH:16]1[CH2:21][CH2:20][O:19][CH2:18][CH2:17]1.[F:22][C:23]([F:33])([F:32])[C:24]1[O:28][C:27]([C:29](O)=[O:30])=[CH:26][CH:25]=1. (7) Given the product [CH2:20]([O:8][C:7](=[O:9])[C:6]1[CH:10]=[CH:11][C:3]([CH:1]=[O:2])=[CH:4][CH:5]=1)[C:21]1[CH:26]=[CH:25][CH:24]=[CH:23][CH:22]=1, predict the reactants needed to synthesize it. The reactants are: [CH:1]([C:3]1[CH:11]=[CH:10][C:6]([C:7]([OH:9])=[O:8])=[CH:5][CH:4]=1)=[O:2].CO.C([O-])([O-])=O.[Cs+].[Cs+].[CH2:20](Br)[C:21]1[CH:26]=[CH:25][CH:24]=[CH:23][CH:22]=1. (8) The reactants are: C[O:2][C:3](=[O:38])[CH2:4][NH:5][CH2:6][CH2:7][C:8]1[CH:13]=[CH:12][C:11]([NH:14][C:15]([C:17]2[C:18]([C:23]3[CH:28]=[CH:27][C:26]([C:29]([F:32])([F:31])[F:30])=[CH:25][CH:24]=3)=[CH:19][CH:20]=[CH:21][CH:22]=2)=[O:16])=[C:10]([C:33](=[O:37])[N:34]([CH3:36])[CH3:35])[CH:9]=1.CO.[OH-].[Na+]. Given the product [CH3:36][N:34]([CH3:35])[C:33]([C:10]1[CH:9]=[C:8]([CH:13]=[CH:12][C:11]=1[NH:14][C:15]([C:17]1[C:18]([C:23]2[CH:24]=[CH:25][C:26]([C:29]([F:30])([F:32])[F:31])=[CH:27][CH:28]=2)=[CH:19][CH:20]=[CH:21][CH:22]=1)=[O:16])[CH2:7][CH2:6][NH:5][CH2:4][C:3]([OH:38])=[O:2])=[O:37], predict the reactants needed to synthesize it. (9) Given the product [NH2:27][C:26]1[C:17]([NH:16][CH2:15][C:12]2[CH:13]=[CH:14][C:9]([C:4]3[CH:5]=[CH:6][CH:7]=[CH:8][C:3]=3[C:1]#[N:2])=[CH:10][CH:11]=2)=[C:18]([CH:23]=[CH:24][CH:25]=1)[C:19]([O:21][CH3:22])=[O:20], predict the reactants needed to synthesize it. The reactants are: [C:1]([C:3]1[CH:8]=[CH:7][CH:6]=[CH:5][C:4]=1[C:9]1[CH:14]=[CH:13][C:12]([CH2:15][NH:16][C:17]2[C:26]([N+:27]([O-])=O)=[CH:25][CH:24]=[CH:23][C:18]=2[C:19]([O:21][CH3:22])=[O:20])=[CH:11][CH:10]=1)#[N:2].[Sn].Cl.[OH-].[Na+]. (10) Given the product [CH3:21][C@:18]12[C@@:17]3([CH3:22])[C@@H:8]([C@:9]4([CH3:35])[C@@H:14]([CH2:15][CH2:16]3)[C:13]([CH3:23])([CH3:24])[C:12]([C:25]3[CH:26]=[CH:27][C:28]([C:29]([O:31][CH3:32])=[O:30])=[CH:33][CH:34]=3)=[CH:11][CH2:10]4)[CH2:7][CH2:6][C@@H:5]1[C@H:4]1[C@H:36]([C:39]3([CH3:42])[CH2:41][CH2:40]3)[CH2:37][CH2:38][C@:3]1([NH:2][CH3:43])[CH2:20][CH2:19]2, predict the reactants needed to synthesize it. The reactants are: Cl.[NH2:2][C@:3]12[CH2:38][CH2:37][C@@H:36]([C:39]3([CH3:42])[CH2:41][CH2:40]3)[C@@H:4]1[C@@H:5]1[C@@:18]([CH3:21])([CH2:19][CH2:20]2)[C@@:17]2([CH3:22])[C@@H:8]([C@:9]3([CH3:35])[C@@H:14]([CH2:15][CH2:16]2)[C:13]([CH3:24])([CH3:23])[C:12]([C:25]2[CH:34]=[CH:33][C:28]([C:29]([O:31][CH3:32])=[O:30])=[CH:27][CH:26]=2)=[CH:11][CH2:10]3)[CH2:7][CH2:6]1.[C:43](=O)([O-])[O-].[K+].[K+].CI.C(O)(C(F)(F)F)=O.